Dataset: Reaction yield outcomes from USPTO patents with 853,638 reactions. Task: Predict the reaction yield, written as a fraction of the theoretical maximum amount of product (1.0 means a 100% yield; for example, 0.34 means a 34% yield). (1) The reactants are [NH2:1][C:2]1[CH:9]=[C:8]([O:10][CH3:11])[CH:7]=[CH:6][C:3]=1[C:4]#[N:5].[Br:12]Br.C(OCC)C. The catalyst is O1CCOCC1. The product is [NH2:1][C:2]1[CH:9]=[C:8]([O:10][CH3:11])[C:7]([Br:12])=[CH:6][C:3]=1[C:4]#[N:5]. The yield is 0.810. (2) The yield is 1.00. The catalyst is C1C=CC([P]([Pd]([P](C2C=CC=CC=2)(C2C=CC=CC=2)C2C=CC=CC=2)([P](C2C=CC=CC=2)(C2C=CC=CC=2)C2C=CC=CC=2)[P](C2C=CC=CC=2)(C2C=CC=CC=2)C2C=CC=CC=2)(C2C=CC=CC=2)C2C=CC=CC=2)=CC=1.O. The product is [C:2]1([C:32]2[CH:37]=[CH:36][CH:35]=[CH:34][CH:33]=2)[CH:31]=[CH:30][C:5]([CH2:6][N:7]2[C:15]3[C:10](=[CH:11][C:12]([C:16]([NH:18][C@H:19]([C:21]4[CH:26]=[CH:25][C:24]([N+:27]([O-:29])=[O:28])=[CH:23][CH:22]=4)[CH3:20])=[O:17])=[CH:13][CH:14]=3)[CH:9]=[CH:8]2)=[CH:4][CH:3]=1. The reactants are Br[C:2]1[CH:31]=[CH:30][C:5]([CH2:6][N:7]2[C:15]3[C:10](=[CH:11][C:12]([C:16]([NH:18][C@H:19]([C:21]4[CH:26]=[CH:25][C:24]([N+:27]([O-:29])=[O:28])=[CH:23][CH:22]=4)[CH3:20])=[O:17])=[CH:13][CH:14]=3)[CH:9]=[CH:8]2)=[CH:4][CH:3]=1.[C:32]1(B(O)O)[CH:37]=[CH:36][CH:35]=[CH:34][CH:33]=1.C([O-])([O-])=O.[K+].[K+].O1CCOCC1. (3) The reactants are [Br:1][C:2]1[C:3]([O:13][CH2:14][CH2:15][CH2:16][CH:17]=O)=[N:4][C:5]2[NH:6][C:7](=[O:12])[CH2:8][CH2:9][C:10]=2[CH:11]=1.Cl.[Cl:20][C:21]1[C:26]([Cl:27])=[CH:25][CH:24]=[CH:23][C:22]=1[N:28]1[CH2:33][CH2:32][NH:31][CH2:30][CH2:29]1.CCN(CC)CC.[BH-](OC(C)=O)(OC(C)=O)OC(C)=O.[Na+]. The catalyst is ClCCCl. The product is [Br:1][C:2]1[CH:11]=[C:10]2[C:5](=[N:4][C:3]=1[O:13][CH2:14][CH2:15][CH2:16][CH2:17][N:31]1[CH2:30][CH2:29][N:28]([C:22]3[CH:23]=[CH:24][CH:25]=[C:26]([Cl:27])[C:21]=3[Cl:20])[CH2:33][CH2:32]1)[NH:6][C:7](=[O:12])[CH2:8][CH2:9]2. The yield is 0.690. (4) The reactants are [Cl-:1].[CH3:2][N+:3]1[CH:8]=[CH:7][C:6]([NH:9][C:10]2[CH:15]=[CH:14][C:13]([C:16]([NH:18][C:19]3[CH:24]=[CH:23][C:22]([N+:25]([O-])=O)=[CH:21][CH:20]=3)=[O:17])=[CH:12][CH:11]=2)=[CH:5][CH:4]=1.O. The catalyst is CCO.[Fe]. The product is [Cl-:1].[NH2:25][C:22]1[CH:23]=[CH:24][C:19]([NH:18][C:16]([C:13]2[CH:14]=[CH:15][C:10]([NH:9][C:6]3[CH:5]=[CH:4][N+:3]([CH3:2])=[CH:8][CH:7]=3)=[CH:11][CH:12]=2)=[O:17])=[CH:20][CH:21]=1. The yield is 0.800. (5) The reactants are [F:1][C:2]1[CH:7]=[C:6]([C:8]2[CH:13]=[CH:12][N:11]=[C:10]3[NH:14][C:15]([C:17]4[CH:22]=[CH:21][C:20]([CH2:23][N:24]5[CH2:29][CH2:28][O:27][CH2:26][CH2:25]5)=[CH:19][N:18]=4)=[N:16][C:9]=23)[CH:5]=[CH:4][C:3]=1[CH2:30][NH:31][C:32](=[O:38])OC(C)(C)C.[C:39]([C:43]1[N:47]=[C:46](C(OC)=O)[O:45][N:44]=1)([CH3:42])([CH3:41])[CH3:40]. No catalyst specified. The product is [C:39]([C:43]1[N:47]=[C:46]([C:32]([NH:31][CH2:30][C:3]2[CH:4]=[CH:5][C:6]([C:8]3[CH:13]=[CH:12][N:11]=[C:10]4[NH:14][C:15]([C:17]5[CH:22]=[CH:21][C:20]([CH2:23][N:24]6[CH2:29][CH2:28][O:27][CH2:26][CH2:25]6)=[CH:19][N:18]=5)=[N:16][C:9]=34)=[CH:7][C:2]=2[F:1])=[O:38])[O:45][N:44]=1)([CH3:42])([CH3:41])[CH3:40]. The yield is 0.140. (6) The reactants are C1(O[C:8](=[O:49])[N:9]([C:19]2[CH:24]=[C:23]([O:25][C:26]3[CH:31]=[CH:30][C:29]([NH:32][C:33]([C:35]4([C:38](=[O:47])[NH:39][C:40]5[CH:45]=[CH:44][CH:43]=[CH:42][C:41]=5[F:46])[CH2:37][CH2:36]4)=[O:34])=[C:28]([F:48])[CH:27]=3)[CH:22]=[CH:21][N:20]=2)C(OC2C=CC=CC=2)=O)C=CC=CC=1.[CH3:50][N:51]1[CH2:56][CH2:55][CH:54]([NH:57][CH3:58])[CH2:53][CH2:52]1. The catalyst is CN(C)C=O. The product is [F:48][C:28]1[CH:27]=[C:26]([O:25][C:23]2[CH:22]=[CH:21][N:20]=[C:19]([NH:9][C:8]([N:57]([CH3:58])[CH:54]3[CH2:55][CH2:56][N:51]([CH3:50])[CH2:52][CH2:53]3)=[O:49])[CH:24]=2)[CH:31]=[CH:30][C:29]=1[NH:32][C:33]([C:35]1([C:38]([NH:39][C:40]2[CH:45]=[CH:44][CH:43]=[CH:42][C:41]=2[F:46])=[O:47])[CH2:36][CH2:37]1)=[O:34]. The yield is 0.380. (7) The reactants are [Si:1]([O:8][CH2:9][C@@H:10]1[CH2:14][C:13]([CH3:15])=[CH:12][N:11]1[C:16]([C:18]1[CH:23]=[C:22]([O:24][CH3:25])[C:21]([O:26][Si:27]([CH:34]([CH3:36])[CH3:35])([CH:31]([CH3:33])[CH3:32])[CH:28]([CH3:30])[CH3:29])=[CH:20][C:19]=1[N+:37]([O-])=O)=[O:17])([C:4]([CH3:7])([CH3:6])[CH3:5])([CH3:3])[CH3:2]. The catalyst is C(O)=O.C(O)C.[Zn]. The product is [NH2:37][C:19]1[CH:20]=[C:21]([O:26][Si:27]([CH:28]([CH3:29])[CH3:30])([CH:34]([CH3:36])[CH3:35])[CH:31]([CH3:33])[CH3:32])[C:22]([O:24][CH3:25])=[CH:23][C:18]=1[C:16]([N:11]1[CH:12]=[C:13]([CH3:15])[CH2:14][C@H:10]1[CH2:9][O:8][Si:1]([C:4]([CH3:7])([CH3:6])[CH3:5])([CH3:2])[CH3:3])=[O:17]. The yield is 0.800. (8) The reactants are Cl[CH2:2][CH2:3][CH2:4][C:5]([C:7]1[CH:12]=[CH:11][CH:10]=[CH:9][CH:8]=1)=[O:6].[C:13]([NH:21][CH:22]1[CH2:27][CH2:26][NH:25][CH2:24][CH2:23]1)(=[O:20])[C:14]1[CH:19]=[CH:18][CH:17]=[CH:16][CH:15]=1.C([O-])([O-])=O.[K+].[K+].O. The catalyst is C(Cl)(Cl)Cl. The product is [C:5]([CH2:4][CH2:3][CH2:2][N:25]1[CH2:26][CH2:27][CH:22]([NH:21][C:13](=[O:20])[C:14]2[CH:19]=[CH:18][CH:17]=[CH:16][CH:15]=2)[CH2:23][CH2:24]1)(=[O:6])[C:7]1[CH:12]=[CH:11][CH:10]=[CH:9][CH:8]=1. The yield is 0.0820. (9) The reactants are [CH3:1][O:2][C:3]1[CH:4]=[C:5]2[C:9](=[CH:10][CH:11]=1)[NH:8][C:7](=[O:12])[C@:6]12[CH2:14][C@H:13]1[C:15]1[CH:23]=[C:22]2[C:18]([C:19]([C:24]3[CH:29]=[CH:28][C:27]([CH:30]4[CH2:35][CH2:34][N:33](C(OC(C)(C)C)=O)[CH2:32][CH2:31]4)=[CH:26][CH:25]=3)=[N:20][NH:21]2)=[CH:17][CH:16]=1.[C:43]([OH:49])([C:45]([F:48])([F:47])[F:46])=[O:44]. The catalyst is C(Cl)Cl. The product is [F:46][C:45]([F:48])([F:47])[C:43]([OH:49])=[O:44].[CH3:1][O:2][C:3]1[CH:4]=[C:5]2[C:9](=[CH:10][CH:11]=1)[NH:8][C:7](=[O:12])[C@:6]12[CH2:14][C@H:13]1[C:15]1[CH:23]=[C:22]2[C:18]([C:19]([C:24]3[CH:29]=[CH:28][C:27]([CH:30]4[CH2:35][CH2:34][NH:33][CH2:32][CH2:31]4)=[CH:26][CH:25]=3)=[N:20][NH:21]2)=[CH:17][CH:16]=1. The yield is 0.720. (10) The reactants are [CH3:1][O:2][C:3](=[O:20])[C:4]1[CH:9]=[C:8]([N+:10]([O-])=O)[CH:7]=[C:6]([C:13]2[CH:18]=[CH:17][C:16]([CH3:19])=[CH:15][N:14]=2)[CH:5]=1.Cl[Sn]Cl. The catalyst is CO.C(OCC)(=O)C. The product is [CH3:1][O:2][C:3](=[O:20])[C:4]1[CH:5]=[C:6]([C:13]2[CH:18]=[CH:17][C:16]([CH3:19])=[CH:15][N:14]=2)[CH:7]=[C:8]([NH2:10])[CH:9]=1. The yield is 0.900.